Dataset: Full USPTO retrosynthesis dataset with 1.9M reactions from patents (1976-2016). Task: Predict the reactants needed to synthesize the given product. (1) The reactants are: C(=O)([O-])[O-].[K+].[K+].C[Si]([C:11]#[C:12][C:13]1[CH:14]=[C:15]([CH:19]=[CH:20][CH:21]=1)[C:16]([NH2:18])=[O:17])(C)C.O.CCOC(C)=O. Given the product [C:12]([C:13]1[CH:14]=[C:15]([CH:19]=[CH:20][CH:21]=1)[C:16]([NH2:18])=[O:17])#[CH:11], predict the reactants needed to synthesize it. (2) Given the product [F:1][C:2]1[CH:3]=[CH:4][C:5]([CH2:6][NH:7][C:8]([C:10]2[N:15]=[C:14]([N:16]3[CH2:17][CH:18]([OH:35])[CH2:19][CH2:20][CH2:21]3)[CH:13]=[C:12]([O:22][CH3:23])[CH:11]=2)=[O:9])=[CH:32][CH:33]=1, predict the reactants needed to synthesize it. The reactants are: [F:1][C:2]1[CH:33]=[CH:32][C:5]([CH2:6][NH:7][C:8]([C:10]2[N:15]=[C:14]([N:16]3[CH2:21][CH2:20][CH2:19][CH2:18][CH2:17]3)[CH:13]=[C:12]([O:22][CH3:23])[C:11]=2OCC2C=CC=CC=2)=[O:9])=[CH:4][CH:3]=1.C[OH:35]. (3) Given the product [CH:18]1([C:2]2[CH:7]=[CH:6][C:5]([N+:8]([O-:10])=[O:9])=[CH:4][C:3]=2[N:11]2[C:15](=[O:16])[N:14]([CH3:17])[N:13]=[N:12]2)[CH2:20][CH2:19]1, predict the reactants needed to synthesize it. The reactants are: Cl[C:2]1[CH:7]=[CH:6][C:5]([N+:8]([O-:10])=[O:9])=[CH:4][C:3]=1[N:11]1[C:15](=[O:16])[N:14]([CH3:17])[N:13]=[N:12]1.[CH:18]1(B(O)O)[CH2:20][CH2:19]1.C1(P(C2CCCCC2)C2CCCCC2)CCCCC1.C(=O)([O-])[O-].[Cs+].[Cs+]. (4) Given the product [Cl:1][C:2]1[CH:7]=[C:6]([C:10]2[CH2:16][CH2:15][CH2:14][CH2:13][CH2:12][CH:11]=2)[N:5]=[C:4]([NH2:9])[N:3]=1, predict the reactants needed to synthesize it. The reactants are: [Cl:1][C:2]1[CH:7]=[C:6](Cl)[N:5]=[C:4]([NH2:9])[N:3]=1.[C:10]1(B(O)O)[CH2:16][CH2:15][CH2:14][CH2:13][CH2:12][CH:11]=1.C([O-])([O-])=O.[Na+].[Na+]. (5) Given the product [CH2:1]([O:8][C:9](=[O:51])[NH:10][C@H:11]([C:13](=[O:50])[NH:14][C@H:15]([C:26](=[O:49])[NH:27][C@@H:28]([CH2:42][C:43]1[CH:48]=[CH:47][CH:46]=[CH:45][CH:44]=1)[C:29]([C:31](=[O:41])[N:32]([CH2:34][C:35]1[CH:36]=[CH:37][CH:38]=[CH:39][CH:40]=1)[CH3:33])=[O:30])[CH2:16][C:17]1[C:25]2[C:20](=[CH:21][CH:22]=[CH:23][CH:24]=2)[NH:19][CH:18]=1)[CH3:12])[C:2]1[CH:7]=[CH:6][CH:5]=[CH:4][CH:3]=1, predict the reactants needed to synthesize it. The reactants are: [CH2:1]([O:8][C:9](=[O:51])[NH:10][C@H:11]([C:13](=[O:50])[NH:14][C@H:15]([C:26](=[O:49])[NH:27][C@@H:28]([CH2:42][C:43]1[CH:48]=[CH:47][CH:46]=[CH:45][CH:44]=1)[CH:29]([C:31](=[O:41])[N:32]([CH2:34][C:35]1[CH:40]=[CH:39][CH:38]=[CH:37][CH:36]=1)[CH3:33])[OH:30])[CH2:16][C:17]1[C:25]2[C:20](=[CH:21][CH:22]=[CH:23][CH:24]=2)[NH:19][CH:18]=1)[CH3:12])[C:2]1[CH:7]=[CH:6][CH:5]=[CH:4][CH:3]=1.CC(OI1(OC(C)=O)(OC(C)=O)OC(=O)C2C=CC=CC1=2)=O.